From a dataset of Full USPTO retrosynthesis dataset with 1.9M reactions from patents (1976-2016). Predict the reactants needed to synthesize the given product. (1) Given the product [CH3:22][N:9]([S:10]([C:13]1[CH:18]=[CH:17][CH:16]=[CH:15][C:14]=1[N+:19]([O-:21])=[O:20])(=[O:11])=[O:12])[CH2:8][CH:2]([O:1][CH3:24])[CH2:3][C:4]([O:6][CH3:7])=[O:5], predict the reactants needed to synthesize it. The reactants are: [OH:1][CH:2]([CH2:8][N:9]([CH3:22])[S:10]([C:13]1[CH:18]=[CH:17][CH:16]=[CH:15][C:14]=1[N+:19]([O-:21])=[O:20])(=[O:12])=[O:11])[CH2:3][C:4]([O:6][CH3:7])=[O:5].I[CH3:24].[H-].[Na+]. (2) The reactants are: Br[C:2]1[CH:3]=[N:4][N:5]2[CH:10]=[CH:9][C:8]([C:11]3[CH:16]=[CH:15][CH:14]=[CH:13][C:12]=3[O:17][CH3:18])=[N:7][C:6]=12.[C:19]([C:22]1[CH:27]=[CH:26][C:25](B(O)O)=[CH:24][CH:23]=1)(=[O:21])[NH2:20].C(=O)([O-])[O-].[K+].[K+].N1C=CN2C=1C=CC(C1C=C(C(F)(F)F)C(N)=NC=1)=N2. Given the product [CH3:18][O:17][C:12]1[CH:13]=[CH:14][CH:15]=[CH:16][C:11]=1[C:8]1[CH:9]=[CH:10][N:5]2[N:4]=[CH:3][C:2]([C:25]3[CH:26]=[CH:27][C:22]([C:19]([NH2:20])=[O:21])=[CH:23][CH:24]=3)=[C:6]2[N:7]=1, predict the reactants needed to synthesize it. (3) Given the product [Cl:8][C:5]1[N:6]=[CH:7][C:2]([C:56]2[CH:44]=[CH:45][C:46]3[NH:50][C:49]([NH:51][C:52](=[O:54])[CH3:53])=[N:48][C:47]=3[CH:55]=2)=[CH:3][C:4]=1[NH:9][S:10]([C:13]1[CH:18]=[CH:17][C:16]([F:19])=[CH:15][CH:14]=1)(=[O:12])=[O:11], predict the reactants needed to synthesize it. The reactants are: Br[C:2]1[CH:3]=[C:4]([NH:9][S:10]([C:13]2[CH:18]=[CH:17][C:16]([F:19])=[CH:15][CH:14]=2)(=[O:12])=[O:11])[C:5]([Cl:8])=[N:6][CH:7]=1.B1(B2OC(C)(C)C(C)(C)O2)OC(C)(C)C(C)(C)O1.C([O-])(=O)C.[K+].Br[C:44]1[CH:56]=[CH:55][C:47]2[NH:48][C:49]([NH:51][C:52](=[O:54])[CH3:53])=[N:50][C:46]=2[CH:45]=1.C(=O)([O-])[O-].[Na+].[Na+]. (4) Given the product [Br:1][C:2]1[CH:3]=[CH:4][C:5]([CH2:8][CH2:9][CH2:10][N:13]2[C:14](=[O:21])[C:15]3[C:20](=[CH:19][CH:18]=[CH:17][CH:16]=3)[C:12]2=[O:22])=[CH:6][CH:7]=1, predict the reactants needed to synthesize it. The reactants are: [Br:1][C:2]1[CH:7]=[CH:6][C:5]([CH2:8][CH2:9][CH2:10]O)=[CH:4][CH:3]=1.[C:12]1(=[O:22])[C:20]2[C:15](=[CH:16][CH:17]=[CH:18][CH:19]=2)[C:14](=[O:21])[NH:13]1.C1(P(C2C=CC=CC=2)C2C=CC=CC=2)C=CC=CC=1.N(C(OC(C)C)=O)=NC(OC(C)C)=O. (5) Given the product [CH2:13]([CH:7]([C:8]([OH:9])=[O:28])[CH2:6][C@@H:5]([C:11]([OH:10])=[O:12])[NH2:4])[C:14]1[CH:15]=[CH:16][CH:17]=[CH:18][CH:19]=1.[CH2:40]([O:39][C:37]([NH:36][CH2:35][CH2:34][CH2:33][CH2:32][C@@H:31]([C:47]([OH:49])=[O:48])[NH2:30])=[O:38])[C:41]1[CH:42]=[CH:43][CH:44]=[CH:45][CH:46]=1, predict the reactants needed to synthesize it. The reactants are: C([NH:4][C@@H:5]1[C:11](=[O:12])[O:10][C:8](=[O:9])[CH:7]([CH2:13][C:14]2[CH:19]=[CH:18][CH:17]=[CH:16][CH:15]=2)[CH2:6]1)(O)=O.CN(C)CCCN.C([NH:30][C@H:31]([C:47]([O:49]C(=O)[C@H](CCCCNC(OCC1C=CC=CC=1)=O)NC(O)=O)=[O:48])[CH2:32][CH2:33][CH2:34][CH2:35][NH:36][C:37]([O:39][CH2:40][C:41]1[CH:46]=[CH:45][CH:44]=[CH:43][CH:42]=1)=[O:38])(O)=[O:28]. (6) Given the product [OH:34][N:33]([CH3:32])[C:5]([N:13]1[CH2:22][CH2:21][CH:16]([C:17]([O:19][CH3:20])=[O:18])[CH2:15][CH2:14]1)=[O:11], predict the reactants needed to synthesize it. The reactants are: ClC(Cl)(O[C:5](=[O:11])OC(Cl)(Cl)Cl)Cl.[NH:13]1[CH2:22][CH2:21][CH:16]([C:17]([O:19][CH3:20])=[O:18])[CH2:15][CH2:14]1.C(N(CC)CC)C.Cl.Cl.[CH3:32][NH:33][OH:34].